Task: Predict the reactants needed to synthesize the given product.. Dataset: Full USPTO retrosynthesis dataset with 1.9M reactions from patents (1976-2016) (1) Given the product [Br:1][C:2]1[CH:3]=[N:4][C:5]2[N:6]([N:8]=[C:9]([C:11]([N:22]3[CH2:21][CH2:20][C:19]4[C:24](=[CH:25][CH:26]=[CH:27][C:18]=4[S:15]([CH3:14])(=[O:16])=[O:17])[CH:23]3[CH3:28])=[O:13])[CH:10]=2)[CH:7]=1, predict the reactants needed to synthesize it. The reactants are: [Br:1][C:2]1[CH:3]=[N:4][C:5]2[N:6]([N:8]=[C:9]([C:11]([OH:13])=O)[CH:10]=2)[CH:7]=1.[CH3:14][S:15]([C:18]1[CH:27]=[CH:26][CH:25]=[C:24]2[C:19]=1[CH2:20][CH2:21][NH:22][CH:23]2[CH3:28])(=[O:17])=[O:16]. (2) Given the product [CH3:2][C:3]1[CH:8]=[C:7]([N+:9]([O-:11])=[O:10])[CH:6]=[CH:5][C:4]=1[C:12]1[CH2:13][CH2:14][N:15]([C:32]([O:31][CH2:30][CH2:29][Si:28]([CH3:43])([CH3:42])[CH3:27])=[O:33])[CH2:16][CH:17]=1, predict the reactants needed to synthesize it. The reactants are: Cl.[CH3:2][C:3]1[CH:8]=[C:7]([N+:9]([O-:11])=[O:10])[CH:6]=[CH:5][C:4]=1[C:12]1[CH2:13][CH2:14][NH:15][CH2:16][CH:17]=1.C(N(CC)C(C)C)(C)C.[CH3:27][Si:28]([CH3:43])([CH3:42])[CH2:29][CH2:30][O:31][C:32](ON1C(=O)CCC1=O)=[O:33]. (3) Given the product [CH3:10][CH:9]1[C:3]2[CH:2]=[CH:6][S:5][C:4]=2[CH:7]=[C:8]1[CH3:11], predict the reactants needed to synthesize it. The reactants are: Br[C:2]1[C:3]2[CH:9]([CH3:10])[CH:8]([CH3:11])[C:7](=O)[C:4]=2[S:5][CH:6]=1.[BH4-].[Na+].O. (4) Given the product [OH:8][C:9]1[CH:14]=[CH:13][C:12]([CH2:15][CH2:16][C:17]([O:19][CH2:20][CH3:21])=[O:18])=[C:11]([O:22][CH:23]([CH3:24])[CH3:25])[CH:10]=1, predict the reactants needed to synthesize it. The reactants are: C([O:8][C:9]1[CH:14]=[CH:13][C:12](/[CH:15]=[CH:16]/[C:17]([O:19][CH2:20][CH3:21])=[O:18])=[C:11]([O:22][CH:23]([CH3:25])[CH3:24])[CH:10]=1)C1C=CC=CC=1.[H][H]. (5) Given the product [I:12][C:3]1[CH:4]=[N:5][C:6]2[C:11]([C:2]=1[S:19][CH:18]1[CH2:17][CH2:16][O:15][CH:14]1[CH3:13])=[CH:10][CH:9]=[CH:8][CH:7]=2.[CH3:13][CH:14]1[CH:18]([S:19][C:3]2[CH:4]=[N:5][C:6]3[C:11]([C:2]=2[S:19][CH:18]2[CH2:14][CH2:20][O:23][CH:17]2[CH3:16])=[CH:10][CH:9]=[CH:8][CH:7]=3)[CH2:17][CH2:16][O:15]1, predict the reactants needed to synthesize it. The reactants are: Cl[C:2]1[C:11]2[C:6](=[CH:7][CH:8]=[CH:9][CH:10]=2)[N:5]=[CH:4][C:3]=1[I:12].[CH3:13][CH:14]1[CH:18]([SH:19])[CH2:17][CH2:16][O:15]1.[C:20](=[O:23])([O-])[O-].[Cs+].[Cs+]. (6) The reactants are: [Br:1][C:2]1[CH:3]=[C:4]2[C:9](=[CH:10][CH:11]=1)[CH:8]=[C:7](O)[CH:6]=[CH:5]2.S([O-])([O-])=O.[NH4+:17].[NH4+]. Given the product [Br:1][C:2]1[CH:3]=[C:4]2[C:9](=[CH:10][CH:11]=1)[CH:8]=[C:7]([NH2:17])[CH:6]=[CH:5]2, predict the reactants needed to synthesize it.